Dataset: Full USPTO retrosynthesis dataset with 1.9M reactions from patents (1976-2016). Task: Predict the reactants needed to synthesize the given product. (1) Given the product [C:1]([Si:5]([CH3:38])([CH3:37])[O:6][C:7]1([C:10]2[CH:15]=[CH:14][CH:13]=[CH:12][C:11]=2[C:16]2[CH:36]=[CH:35][C:19]3[NH:20][C:21]([CH2:23][O:24][C:25]4[CH:26]=[CH:27][C:28]([C:31]([F:32])([F:34])[F:33])=[CH:29][CH:30]=4)=[N:22][C:18]=3[CH:17]=2)[CH:8]([CH3:9])[O:44]1)([CH3:3])([CH3:4])[CH3:2], predict the reactants needed to synthesize it. The reactants are: [C:1]([Si:5]([CH3:38])([CH3:37])[O:6][C:7]([C:10]1[CH:15]=[CH:14][CH:13]=[CH:12][C:11]=1[C:16]1[CH:36]=[CH:35][C:19]2[NH:20][C:21]([CH2:23][O:24][C:25]3[CH:30]=[CH:29][C:28]([C:31]([F:34])([F:33])[F:32])=[CH:27][CH:26]=3)=[N:22][C:18]=2[CH:17]=1)=[CH:8][CH3:9])([CH3:4])([CH3:3])[CH3:2].ClC1C=C(C=CC=1)C(OO)=[O:44]. (2) The reactants are: [S:1]1(=[O:7])(=[O:6])[CH2:5][CH2:4][CH2:3][NH:2]1.Br[C:9]1[CH:10]=[CH:11][C:12]([C:15]([N:17]2[CH2:22][CH2:21][N:20]([C:23]3[CH:28]=[CH:27][C:26]([CH3:29])=[CH:25][C:24]=3[CH3:30])[CH2:19][CH2:18]2)=[O:16])=[N:13][CH:14]=1. Given the product [CH3:30][C:24]1[CH:25]=[C:26]([CH3:29])[CH:27]=[CH:28][C:23]=1[N:20]1[CH2:19][CH2:18][N:17]([C:15]([C:12]2[CH:11]=[CH:10][C:9]([N:2]3[CH2:3][CH2:4][CH2:5][S:1]3(=[O:7])=[O:6])=[CH:14][N:13]=2)=[O:16])[CH2:22][CH2:21]1, predict the reactants needed to synthesize it. (3) Given the product [F:42][C:23]1[CH:22]=[C:21]([C@H:17]2[O:18][CH2:19][CH2:20][NH:15][CH2:16]2)[CH:26]=[CH:25][C:24]=1[NH:27][C:28]([C:30]1[N:31]([CH3:41])[N:32]=[C:33]([C:35]2[CH:36]=[CH:37][CH:38]=[CH:39][CH:40]=2)[CH:34]=1)=[O:29], predict the reactants needed to synthesize it. The reactants are: FC(F)(F)C(O)=O.C(OC([N:15]1[CH2:20][CH2:19][O:18][C@H:17]([C:21]2[CH:26]=[CH:25][C:24]([NH:27][C:28]([C:30]3[N:31]([CH3:41])[N:32]=[C:33]([C:35]4[CH:40]=[CH:39][CH:38]=[CH:37][CH:36]=4)[CH:34]=3)=[O:29])=[C:23]([F:42])[CH:22]=2)[CH2:16]1)=O)(C)(C)C.[OH-].[Na+]. (4) Given the product [ClH:23].[Br:1][C:2]1[CH:3]=[CH:4][C:5]([C@@H:8]2[CH2:14][O:13][CH2:12][CH2:11][NH:10][CH2:9]2)=[CH:6][CH:7]=1, predict the reactants needed to synthesize it. The reactants are: [Br:1][C:2]1[CH:7]=[CH:6][C:5]([C@@H:8]2[CH2:14][O:13][CH2:12][CH2:11][N:10]([C@@H](C3C=CC=CC=3)C)[CH2:9]2)=[CH:4][CH:3]=1.[Cl:23]C(OC(Cl)C)=O.CO. (5) Given the product [Br:1][C:2]1[CH:3]=[CH:4][C:5]([S:8]([N:12]2[CH2:17][CH2:16][S:15](=[O:19])(=[O:18])[CH2:14][CH2:13]2)(=[O:10])=[O:9])=[N:6][CH:7]=1, predict the reactants needed to synthesize it. The reactants are: [Br:1][C:2]1[CH:3]=[CH:4][C:5]([S:8](Cl)(=[O:10])=[O:9])=[N:6][CH:7]=1.[NH:12]1[CH2:17][CH2:16][S:15](=[O:19])(=[O:18])[CH2:14][CH2:13]1.CCN(C(C)C)C(C)C. (6) Given the product [CH:15]1([C:18]2[N:22]([C:23]([O:25][C:26]([CH3:29])([CH3:28])[CH3:27])=[O:24])[C:21]3[CH:30]=[C:31]([C:36]4[C:37]([CH3:42])=[N:38][O:39][C:40]=4[CH3:41])[CH:32]=[C:33]([CH:34]([OH:35])[CH:2]4[CH2:3][CH2:4][CH2:5][CH:1]4[OH:6])[C:20]=3[N:19]=2)[CH2:16][CH2:17]1, predict the reactants needed to synthesize it. The reactants are: [C:1]1(=[O:6])[CH2:5][CH2:4][CH2:3][CH2:2]1.C([N-]C(C)C)(C)C.[Li+].[CH:15]1([C:18]2[N:22]([C:23]([O:25][C:26]([CH3:29])([CH3:28])[CH3:27])=[O:24])[C:21]3[CH:30]=[C:31]([C:36]4[C:37]([CH3:42])=[N:38][O:39][C:40]=4[CH3:41])[CH:32]=[C:33]([CH:34]=[O:35])[C:20]=3[N:19]=2)[CH2:17][CH2:16]1. (7) Given the product [F:1][C:2]1[CH:3]=[CH:4][C:5]([CH2:6][NH:7][C:8]([C:10]2[S:18][C:17]3[N:12]([C:13](=[O:21])[N:14]([CH2:30][C:28]4[N:29]=[C:25]([CH3:24])[S:26][CH:27]=4)[C:15](=[O:20])[C:16]=3[CH3:19])[CH:11]=2)=[O:9])=[CH:22][CH:23]=1, predict the reactants needed to synthesize it. The reactants are: [F:1][C:2]1[CH:23]=[CH:22][C:5]([CH2:6][NH:7][C:8]([C:10]2[S:18][C:17]3[N:12]([C:13](=[O:21])[NH:14][C:15](=[O:20])[C:16]=3[CH3:19])[CH:11]=2)=[O:9])=[CH:4][CH:3]=1.[CH3:24][C:25]1[S:26][CH:27]=[C:28]([CH2:30]Br)[N:29]=1. (8) Given the product [C:18]([N:7]1[CH:8]=[CH:9][N:10]=[C:6]1[N:5]=[CH:4][N:2]([CH3:3])[CH3:1])([C:19]1[CH:24]=[CH:23][CH:22]=[CH:21][CH:20]=1)([C:31]1[CH:32]=[CH:33][CH:34]=[CH:35][CH:36]=1)[C:25]1[CH:26]=[CH:27][CH:28]=[CH:29][CH:30]=1, predict the reactants needed to synthesize it. The reactants are: [CH3:1][N:2]([CH:4]=[N:5][C:6]1[NH:7][CH:8]=[CH:9][N:10]=1)[CH3:3].C(N(CC)CC)C.[C:18](Cl)([C:31]1[CH:36]=[CH:35][CH:34]=[CH:33][CH:32]=1)([C:25]1[CH:30]=[CH:29][CH:28]=[CH:27][CH:26]=1)[C:19]1[CH:24]=[CH:23][CH:22]=[CH:21][CH:20]=1. (9) Given the product [C:17]([C:15]1[S:14][C:11]2[C:12](=[O:13])[N:8]([C:4]3[CH:5]=[CH:6][CH:7]=[C:2]([B:22]4[O:26][C:25]([CH3:28])([CH3:27])[C:24]([CH3:30])([CH3:29])[O:23]4)[C:3]=3[CH3:21])[CH2:9][C:10]=2[CH:16]=1)([CH3:20])([CH3:19])[CH3:18], predict the reactants needed to synthesize it. The reactants are: Br[C:2]1[C:3]([CH3:21])=[C:4]([N:8]2[C:12](=[O:13])[C:11]3[S:14][C:15]([C:17]([CH3:20])([CH3:19])[CH3:18])=[CH:16][C:10]=3[CH2:9]2)[CH:5]=[CH:6][CH:7]=1.[B:22]1([B:22]2[O:26][C:25]([CH3:28])([CH3:27])[C:24]([CH3:30])([CH3:29])[O:23]2)[O:26][C:25]([CH3:28])([CH3:27])[C:24]([CH3:30])([CH3:29])[O:23]1.C1(P(C2CCCCC2)C2C=CC=CC=2C2C(C(C)C)=CC(C(C)C)=CC=2C(C)C)CCCCC1.C([O-])(=O)C.[K+]. (10) Given the product [CH2:1]([N:3]1[C:11]2[C:6](=[CH:7][C:8]([NH2:18])=[CH:9][C:10]=2[C:12]2[CH:13]=[CH:14][CH:15]=[CH:16][CH:17]=2)[CH:5]=[CH:4]1)[CH3:2], predict the reactants needed to synthesize it. The reactants are: [CH2:1]([N:3]1[C:11]2[C:6](=[CH:7][C:8]([N+:18]([O-])=O)=[CH:9][C:10]=2[C:12]2[CH:17]=[CH:16][CH:15]=[CH:14][CH:13]=2)[CH:5]=[CH:4]1)[CH3:2].